Dataset: Forward reaction prediction with 1.9M reactions from USPTO patents (1976-2016). Task: Predict the product of the given reaction. Given the reactants S(Cl)(Cl)=O.[C:5]([O:8][CH2:9][C:10]([CH3:40])([CH3:39])[CH2:11][N:12]1[C:18]2[CH:19]=[CH:20][C:21]([Cl:23])=[CH:22][C:17]=2[C@@H:16]([C:24]2[CH:29]=[CH:28][CH:27]=[C:26]([O:30][CH3:31])[C:25]=2[O:32][CH3:33])[O:15][C@H:14]([CH2:34][C:35](O)=[O:36])[C:13]1=[O:38])(=[O:7])[CH3:6].Cl.[NH2:42][C:43]1[CH:44]=[C:45]([CH:50]=[CH:51][C:52]=1[CH3:53])[C:46]([O:48][CH3:49])=[O:47].C(N(CC)CC)C, predict the reaction product. The product is: [C:5]([O:8][CH2:9][C:10]([CH3:40])([CH3:39])[CH2:11][N:12]1[C:18]2[CH:19]=[CH:20][C:21]([Cl:23])=[CH:22][C:17]=2[C@@H:16]([C:24]2[CH:29]=[CH:28][CH:27]=[C:26]([O:30][CH3:31])[C:25]=2[O:32][CH3:33])[O:15][C@H:14]([CH2:34][C:35]([NH:42][C:43]2[CH:44]=[C:45]([CH:50]=[CH:51][C:52]=2[CH3:53])[C:46]([O:48][CH3:49])=[O:47])=[O:36])[C:13]1=[O:38])(=[O:7])[CH3:6].